From a dataset of NCI-60 drug combinations with 297,098 pairs across 59 cell lines. Regression. Given two drug SMILES strings and cell line genomic features, predict the synergy score measuring deviation from expected non-interaction effect. (1) Drug 1: CCN(CC)CCNC(=O)C1=C(NC(=C1C)C=C2C3=C(C=CC(=C3)F)NC2=O)C. Drug 2: CN1C(=O)N2C=NC(=C2N=N1)C(=O)N. Cell line: NCI-H460. Synergy scores: CSS=42.7, Synergy_ZIP=1.07, Synergy_Bliss=2.24, Synergy_Loewe=3.70, Synergy_HSA=4.87. (2) Drug 2: C(CN)CNCCSP(=O)(O)O. Cell line: CAKI-1. Synergy scores: CSS=-2.65, Synergy_ZIP=-2.20, Synergy_Bliss=-5.16, Synergy_Loewe=-14.0, Synergy_HSA=-6.34. Drug 1: CNC(=O)C1=CC=CC=C1SC2=CC3=C(C=C2)C(=NN3)C=CC4=CC=CC=N4. (3) Drug 1: CC1=CC2C(CCC3(C2CCC3(C(=O)C)OC(=O)C)C)C4(C1=CC(=O)CC4)C. Synergy scores: CSS=23.9, Synergy_ZIP=-6.12, Synergy_Bliss=2.23, Synergy_Loewe=-17.3, Synergy_HSA=0.990. Cell line: TK-10. Drug 2: C1=NC2=C(N1)C(=S)N=C(N2)N. (4) Drug 1: C1=NC2=C(N1)C(=S)N=C(N2)N. Drug 2: C1CCC(C(C1)N)N.C(=O)(C(=O)[O-])[O-].[Pt+4]. Cell line: NCIH23. Synergy scores: CSS=44.1, Synergy_ZIP=-0.217, Synergy_Bliss=1.52, Synergy_Loewe=3.65, Synergy_HSA=5.06. (5) Drug 1: C1=CC(=CC=C1CCC2=CNC3=C2C(=O)NC(=N3)N)C(=O)NC(CCC(=O)O)C(=O)O. Drug 2: CC1=C(C(=CC=C1)Cl)NC(=O)C2=CN=C(S2)NC3=CC(=NC(=N3)C)N4CCN(CC4)CCO. Cell line: OVCAR-8. Synergy scores: CSS=30.6, Synergy_ZIP=0.340, Synergy_Bliss=0.509, Synergy_Loewe=2.51, Synergy_HSA=3.61. (6) Drug 1: CN1C(=O)N2C=NC(=C2N=N1)C(=O)N. Drug 2: CC(C)CN1C=NC2=C1C3=CC=CC=C3N=C2N. Cell line: KM12. Synergy scores: CSS=7.70, Synergy_ZIP=-6.08, Synergy_Bliss=-10.6, Synergy_Loewe=5.62, Synergy_HSA=-7.79. (7) Synergy scores: CSS=20.5, Synergy_ZIP=9.90, Synergy_Bliss=11.8, Synergy_Loewe=-17.0, Synergy_HSA=9.42. Drug 2: C1CCC(C(C1)N)N.C(=O)(C(=O)[O-])[O-].[Pt+4]. Cell line: NCIH23. Drug 1: CC1=CC2C(CCC3(C2CCC3(C(=O)C)OC(=O)C)C)C4(C1=CC(=O)CC4)C.